From a dataset of Catalyst prediction with 721,799 reactions and 888 catalyst types from USPTO. Predict which catalyst facilitates the given reaction. (1) Reactant: [Cl:1][C:2]1[CH:10]=[CH:9][C:8]([N+:11]([O-:13])=[O:12])=[CH:7][C:3]=1[C:4](O)=[O:5].C(Cl)(=O)C([Cl:17])=O. Product: [Cl:1][C:2]1[CH:10]=[CH:9][C:8]([N+:11]([O-:13])=[O:12])=[CH:7][C:3]=1[C:4]([Cl:17])=[O:5]. The catalyst class is: 204. (2) Reactant: Br[C:2]1[CH:3]=[C:4]([CH3:13])[C:5]2[O:10][CH2:9][C:8](=[O:11])[NH:7][C:6]=2[CH:12]=1.[B:14]1([B:14]2[O:18][C:17]([CH3:20])([CH3:19])[C:16]([CH3:22])([CH3:21])[O:15]2)[O:18][C:17]([CH3:20])([CH3:19])[C:16]([CH3:22])([CH3:21])[O:15]1.C([O-])(=O)C.[K+].O1CCOCC1. The catalyst class is: 84. Product: [CH3:13][C:4]1[C:5]2[O:10][CH2:9][C:8](=[O:11])[NH:7][C:6]=2[CH:12]=[C:2]([B:14]2[O:18][C:17]([CH3:20])([CH3:19])[C:16]([CH3:22])([CH3:21])[O:15]2)[CH:3]=1. (3) Reactant: [N:1]12[CH2:9][CH2:8][CH:5]([CH2:6][CH2:7]1)[NH:4][CH2:3][CH2:2]2.[F:10][C:11]1[CH:16]=[CH:15][C:14]([N+:17]([O-:19])=[O:18])=[CH:13][CH:12]=1.C(OCCOCC)C. Product: [FH:10].[N+:17]([C:14]1[CH:15]=[CH:16][C:11]([N:4]2[CH:5]3[CH2:8][CH2:9][N:1]([CH2:7][CH2:6]3)[CH2:2][CH2:3]2)=[CH:12][CH:13]=1)([O-:19])=[O:18]. The catalyst class is: 27. (4) Reactant: [NH2:1][C@@H:2]1[C:10]2[C:5](=[CH:6][CH:7]=[CH:8][CH:9]=2)[CH2:4][C@H:3]1[OH:11].[C:12](O)(=[O:17])[CH2:13][CH2:14][CH:15]=[CH2:16].CCOC(C)=O.CCCCCC. Product: [OH:11][C@@H:3]1[CH2:4][C:5]2[C:10](=[CH:9][CH:8]=[CH:7][CH:6]=2)[C@H:2]1[NH:1][C:12](=[O:17])[CH2:13][CH2:14][CH:15]=[CH2:16]. The catalyst class is: 3. (5) Reactant: Br[CH2:2][CH2:3][CH2:4][CH2:5][CH2:6][O:7][CH2:8][C:9]1[CH:14]=[CH:13][CH:12]=[CH:11][CH:10]=1.C[N+]([O-:19])(C)C.O. Product: [CH2:8]([O:7][CH2:6][CH2:5][CH2:4][CH2:3][CH:2]=[O:19])[C:9]1[CH:14]=[CH:13][CH:12]=[CH:11][CH:10]=1. The catalyst class is: 16. (6) Reactant: [C:1]([Zn]C#N)#[N:2].Cl[C:7]1[N:12]=[C:11]([C:13]2[N:17]3[CH:18]=[C:19]([F:22])[CH:20]=[CH:21][C:16]3=[N:15][CH:14]=2)[N:10]=[C:9]([NH:23][C@@H:24]2[CH2:29][CH2:28][CH2:27][N:26]([C:30]([O:32][C:33]([CH3:36])([CH3:35])[CH3:34])=[O:31])[CH2:25]2)[CH:8]=1. Product: [C:1]([C:7]1[N:12]=[C:11]([C:13]2[N:17]3[CH:18]=[C:19]([F:22])[CH:20]=[CH:21][C:16]3=[N:15][CH:14]=2)[N:10]=[C:9]([NH:23][C@@H:24]2[CH2:29][CH2:28][CH2:27][N:26]([C:30]([O:32][C:33]([CH3:36])([CH3:35])[CH3:34])=[O:31])[CH2:25]2)[CH:8]=1)#[N:2]. The catalyst class is: 128. (7) Reactant: Cl.Cl.[CH3:3][NH:4][CH2:5][CH:6]([C:8]1[NH:12][N:11]=[CH:10][CH:9]=1)[OH:7].C(N(CC)CC)C.[Cl:20][C:21]1[CH:43]=[CH:42][C:24]([CH2:25][NH:26][C:27]([C:29]2[C:30](=[O:41])[C:31]3[CH:38]=[C:37]([CH2:39]Cl)[S:36][C:32]=3[N:33]([CH3:35])[CH:34]=2)=[O:28])=[CH:23][CH:22]=1. Product: [Cl:20][C:21]1[CH:43]=[CH:42][C:24]([CH2:25][NH:26][C:27]([C:29]2[C:30](=[O:41])[C:31]3[CH:38]=[C:37]([CH2:39][N:4]([CH2:5][CH:6]([OH:7])[C:8]4[NH:12][N:11]=[CH:10][CH:9]=4)[CH3:3])[S:36][C:32]=3[N:33]([CH3:35])[CH:34]=2)=[O:28])=[CH:23][CH:22]=1. The catalyst class is: 3. (8) Reactant: [C:1]1([CH:7]([C:10]2[CH:15]=[CH:14][CH:13]=[CH:12][CH:11]=2)[CH2:8][NH2:9])[CH:6]=[CH:5][CH:4]=[CH:3][CH:2]=1.[OH:16][C@@H:17]([CH3:31])[CH2:18][CH2:19]OS(C1C=CC(C)=CC=1)(=O)=O.C([O-])([O-])=O.[K+].[K+].[Na+].[I-]. Product: [C:10]1([CH:7]([C:1]2[CH:2]=[CH:3][CH:4]=[CH:5][CH:6]=2)[CH2:8][NH:9][CH2:19][CH2:18][C@@H:17]([OH:16])[CH3:31])[CH:11]=[CH:12][CH:13]=[CH:14][CH:15]=1. The catalyst class is: 10. (9) Reactant: [O:1]1CCOCC1.[C:7]([C:10]1[O:11][CH:12]=[CH:13][CH:14]=1)(=[O:9])[CH3:8]. Product: [O:11]1[CH:12]=[CH:13][CH:14]=[C:10]1[C:7](=[O:9])[CH:8]=[O:1]. The catalyst class is: 6. (10) Reactant: Cl[C:2]1[C:7]([N+:8]([O-:10])=[O:9])=[C:6]([Cl:11])[N:5]=[CH:4][N:3]=1.[C:12]([O:16][C:17]([N:19]1[CH2:24][CH2:23][NH:22][CH2:21][CH2:20]1)=[O:18])([CH3:15])([CH3:14])[CH3:13].C(N(CC)CC)C.O. Product: [C:12]([O:16][C:17]([N:19]1[CH2:24][CH2:23][N:22]([C:2]2[C:7]([N+:8]([O-:10])=[O:9])=[C:6]([Cl:11])[N:5]=[CH:4][N:3]=2)[CH2:21][CH2:20]1)=[O:18])([CH3:15])([CH3:13])[CH3:14]. The catalyst class is: 10.